From a dataset of Reaction yield outcomes from USPTO patents with 853,638 reactions. Predict the reaction yield, written as a fraction of the theoretical maximum amount of product (1.0 means a 100% yield; for example, 0.34 means a 34% yield). The reactants are [Cl:1][C:2]1[CH:3]=[C:4]2[C:10]([C:11]3[N:16]=[C:15]([NH:17][C@@H:18]4[CH2:23][CH2:22][CH2:21][C@H:20]([NH:24]C(=O)OC(C)(C)C)[CH2:19]4)[C:14]([F:32])=[CH:13][N:12]=3)=[CH:9][N:8]([S:33]([C:36]3[CH:41]=[CH:40][C:39]([CH3:42])=[CH:38][CH:37]=3)(=[O:35])=[O:34])[C:5]2=[N:6][CH:7]=1.ClC1C=C2C(C3N=C(N[C@H]4CCC[C@@H](NC(=O)OC(C)(C)C)C4)C(F)=CN=3)=CN(S(C3C=CC(C)=CC=3)(=O)=O)C2=NC=1.FC(F)(F)C(O)=O. The catalyst is C(Cl)Cl. The product is [Cl:1][C:2]1[CH:3]=[C:4]2[C:10]([C:11]3[N:16]=[C:15]([NH:17][C@@H:18]4[CH2:23][CH2:22][CH2:21][C@H:20]([NH2:24])[CH2:19]4)[C:14]([F:32])=[CH:13][N:12]=3)=[CH:9][N:8]([S:33]([C:36]3[CH:37]=[CH:38][C:39]([CH3:42])=[CH:40][CH:41]=3)(=[O:35])=[O:34])[C:5]2=[N:6][CH:7]=1. The yield is 0.810.